The task is: Predict the reactants needed to synthesize the given product.. This data is from Full USPTO retrosynthesis dataset with 1.9M reactions from patents (1976-2016). (1) Given the product [CH:12]1([C:10]2[C:9]3[C:4](=[CH:5][CH:6]=[CH:7][CH:8]=3)[C:3](=[O:16])[N:2]([NH:1][C:26](=[O:27])[CH2:25][C:20]3[CH:19]=[C:18]([F:17])[CH:23]=[C:22]([F:24])[CH:21]=3)[N:11]=2)[CH2:15][CH2:14][CH2:13]1, predict the reactants needed to synthesize it. The reactants are: [NH2:1][N:2]1[N:11]=[C:10]([CH:12]2[CH2:15][CH2:14][CH2:13]2)[C:9]2[C:4](=[CH:5][CH:6]=[CH:7][CH:8]=2)[C:3]1=[O:16].[F:17][C:18]1[CH:19]=[C:20]([CH2:25][C:26](O)=[O:27])[CH:21]=[C:22]([F:24])[CH:23]=1. (2) Given the product [CH:21]([O:20][C:11]1[CH:12]=[CH:13][C:14]([S:16]([CH3:19])(=[O:18])=[O:17])=[CH:15][C:10]=1[C:8]([N:5]1[CH2:4][CH2:3][CH:2]([O:1][C:30]2[CH:31]=[CH:32][C:27]([N+:24]([O-:26])=[O:25])=[CH:28][CH:29]=2)[CH2:7][CH2:6]1)=[O:9])([CH3:23])[CH3:22], predict the reactants needed to synthesize it. The reactants are: [OH:1][CH:2]1[CH2:7][CH2:6][N:5]([C:8]([C:10]2[CH:15]=[C:14]([S:16]([CH3:19])(=[O:18])=[O:17])[CH:13]=[CH:12][C:11]=2[O:20][CH:21]([CH3:23])[CH3:22])=[O:9])[CH2:4][CH2:3]1.[N+:24]([C:27]1[CH:32]=[CH:31][C:30](O)=[CH:29][CH:28]=1)([O-:26])=[O:25].C1(P(C2C=CC=CC=2)C2C=CC=CC=2)C=CC=CC=1.N(C(OC(C)(C)C)=O)=NC(OC(C)(C)C)=O.